This data is from Full USPTO retrosynthesis dataset with 1.9M reactions from patents (1976-2016). The task is: Predict the reactants needed to synthesize the given product. Given the product [CH3:16][S:8]([C:3]1[N:7]=[CH:6][NH:5][N:4]=1)(=[O:13])=[O:9], predict the reactants needed to synthesize it. The reactants are: CS[C:3]1[NH:7][CH:6]=[N:5][N:4]=1.[S:8]([O-:13])(O[O-])(=O)=[O:9].[K+].[K+].[CH2:16]1COCC1.